From a dataset of Reaction yield outcomes from USPTO patents with 853,638 reactions. Predict the reaction yield, written as a fraction of the theoretical maximum amount of product (1.0 means a 100% yield; for example, 0.34 means a 34% yield). (1) The reactants are [CH2:1]([Sn](CCCC)(CCCC)C=C)[CH2:2]CC.Br[C:17]1[CH:18]=[C:19]2[C:27]([C:28]3[CH:33]=[C:32]([CH2:34][S:35]([CH3:38])(=[O:37])=[O:36])[CH:31]=[CH:30][C:29]=3[O:39][C:40]3[CH:45]=[CH:44][C:43]([F:46])=[CH:42][C:41]=3[F:47])=[CH:26][N:25]([CH3:48])[C:20]2=[C:21]([O:23][CH3:24])[N:22]=1. The catalyst is O1CCOCC1.Cl[Pd](Cl)([P](C1C=CC=CC=1)(C1C=CC=CC=1)C1C=CC=CC=1)[P](C1C=CC=CC=1)(C1C=CC=CC=1)C1C=CC=CC=1. The product is [F:47][C:41]1[CH:42]=[C:43]([F:46])[CH:44]=[CH:45][C:40]=1[O:39][C:29]1[CH:30]=[CH:31][C:32]([CH2:34][S:35]([CH3:38])(=[O:37])=[O:36])=[CH:33][C:28]=1[C:27]1[C:19]2[C:20](=[C:21]([O:23][CH3:24])[N:22]=[C:17]([CH:1]=[CH2:2])[CH:18]=2)[N:25]([CH3:48])[CH:26]=1. The yield is 0.610. (2) The reactants are [F:1][C:2]1[CH:17]=[C:16]([N+:18]([O-:20])=[O:19])[CH:15]=[CH:14][C:3]=1[O:4][C:5]1[CH:10]=[CH:9][N:8]=[C:7]2[NH:11]N=C[C:6]=12.[OH-].[K+].[I:23]I.IC.C[N:28]([CH:30]=O)[CH3:29]. The catalyst is C(Cl)Cl. The product is [F:1][C:2]1[CH:17]=[C:16]([N+:18]([O-:20])=[O:19])[CH:15]=[CH:14][C:3]=1[O:4][C:5]1[CH:10]=[CH:9][N:8]=[C:30]2[N:28]([CH3:29])[N:11]=[C:7]([I:23])[C:6]=12. The yield is 0.620. (3) The reactants are [CH3:1][C:2]1[S:6][C:5]2[CH:7]=[C:8]([O:11][C:12]3[CH:17]=[CH:16][N:15]=[C:14]4[CH:18]=[C:19]([C:21]5[N:22]([CH3:26])[CH:23]=[CH:24][N:25]=5)[S:20][C:13]=34)[CH:9]=[CH:10][C:4]=2[C:3]=1[C:27](O)=[O:28].[NH2:30][CH2:31][CH:32]1[CH2:34][CH2:33]1.C(N(C(C)C)CC)(C)C.CN(C(ON1N=NC2C=CC=CC1=2)=[N+](C)C)C.F[P-](F)(F)(F)(F)F. No catalyst specified. The product is [CH:32]1([CH2:31][NH:30][C:27]([C:3]2[C:4]3[CH:10]=[CH:9][C:8]([O:11][C:12]4[CH:17]=[CH:16][N:15]=[C:14]5[CH:18]=[C:19]([C:21]6[N:22]([CH3:26])[CH:23]=[CH:24][N:25]=6)[S:20][C:13]=45)=[CH:7][C:5]=3[S:6][C:2]=2[CH3:1])=[O:28])[CH2:34][CH2:33]1. The yield is 0.530. (4) The product is [Br:19][C:5]1[C:6]2[C:7]3[CH:15]=[CH:14][S:13][C:8]=3[C:9](=[O:12])[NH:10][C:11]=2[C:2]([F:1])=[C:3]([F:18])[C:4]=1[O:16][CH3:17]. The reactants are [F:1][C:2]1[C:11]2[NH:10][C:9](=[O:12])[C:8]3[S:13][CH:14]=[CH:15][C:7]=3[C:6]=2[CH:5]=[C:4]([O:16][CH3:17])[C:3]=1[F:18].[Br:19]N1C(=O)CCC1=O. The yield is 0.570. No catalyst specified. (5) The reactants are [O:1]1[CH:5]=[CH:4][CH:3]=[C:2]1[C:6]1[C:7]2[NH:15][N:14]=[N:13][C:8]=2[N:9]=[C:10]([NH2:12])[N:11]=1.[CH2:16]([N:23]=[C:24]=[O:25])[C:17]1[CH:22]=[CH:21][CH:20]=[CH:19][CH:18]=1. The catalyst is CN(C=O)C.CN(C1C=CN=CC=1)C.CCOC(C)=O. The product is [NH2:12][C:10]1[N:11]=[C:6]([C:2]2[O:1][CH:5]=[CH:4][CH:3]=2)[C:7]2[N:15]=[N:14][N:13]([C:24]([NH:23][CH2:16][C:17]3[CH:22]=[CH:21][CH:20]=[CH:19][CH:18]=3)=[O:25])[C:8]=2[N:9]=1. The yield is 0.190. (6) The yield is 0.417. The reactants are [CH3:1][O:2][CH2:3][CH2:4][CH2:5][O:6][C:7]1[CH:12]=[CH:11][N:10]=[C:9]([CH2:13][S:14][C:15]2[NH:19][C:18]3[CH:20]=[CH:21][CH:22]=[CH:23][C:17]=3[N:16]=2)[C:8]=1[CH3:24].[OH-:25].[Na+].O. The catalyst is ClCCl. The product is [CH3:1][O:2][CH2:3][CH2:4][CH2:5][O:6][C:7]1[CH:12]=[CH:11][N:10]=[C:9]([CH2:13][S:14]([C:15]2[NH:16][C:17]3[CH:23]=[CH:22][CH:21]=[CH:20][C:18]=3[N:19]=2)=[O:25])[C:8]=1[CH3:24].